Dataset: Catalyst prediction with 721,799 reactions and 888 catalyst types from USPTO. Task: Predict which catalyst facilitates the given reaction. (1) Reactant: [Cl:1][C:2]1[N:7]=[C:6]([C:8]2[S:12][C:11]([CH:13]([CH3:15])[CH3:14])=[N:10][C:9]=2[C:16]2[CH:17]=[CH:18][C:19]([F:23])=[C:20]([NH2:22])[CH:21]=2)[CH:5]=[CH:4][N:3]=1.N1C=CC=CC=1.[CH3:30][N:31]1[CH:35]=[C:34]([S:36](Cl)(=[O:38])=[O:37])[N:33]=[CH:32]1. Product: [Cl:1][C:2]1[N:7]=[C:6]([C:8]2[S:12][C:11]([CH:13]([CH3:15])[CH3:14])=[N:10][C:9]=2[C:16]2[CH:17]=[CH:18][C:19]([F:23])=[C:20]([NH:22][S:36]([C:34]3[N:33]=[CH:32][N:31]([CH3:30])[CH:35]=3)(=[O:38])=[O:37])[CH:21]=2)[CH:5]=[CH:4][N:3]=1. The catalyst class is: 3. (2) Reactant: [C:1]1([C:7]2[N:15]3[C:10]([CH:11]=[CH:12][CH:13]=[CH:14]3)=[CH:9][C:8]=2[CH:16]=[O:17])[CH:6]=[CH:5][CH:4]=[CH:3][CH:2]=1.C[Mg+].[Br-].[CH3:21]COCC. Product: [C:1]1([C:7]2[N:15]3[C:10]([CH:11]=[CH:12][CH:13]=[CH:14]3)=[CH:9][C:8]=2[CH:16]([OH:17])[CH3:21])[CH:2]=[CH:3][CH:4]=[CH:5][CH:6]=1. The catalyst class is: 1. (3) Reactant: CCCC[N+](CCCC)(CCCC)CCCC.[F-].[CH2:19]([O:26][C@@H:27]1[C@@H:35]([CH:36]=[O:37])[O:34][C@H:33]2[C@H:29]([N:30]=[C:31]([N:38]([CH3:46])[C:39](=[O:45])[O:40][C:41]([CH3:44])([CH3:43])[CH3:42])[S:32]2)[C@H:28]1[O:47][CH2:48][C:49]1[CH:54]=[CH:53][CH:52]=[CH:51][CH:50]=1)[C:20]1[CH:25]=[CH:24][CH:23]=[CH:22][CH:21]=1.[Si]([C:59]([F:62])([F:61])[F:60])(C)(C)C. Product: [CH2:19]([O:26][C@@H:27]1[C@@H:35]([C@@H:36]([OH:37])[C:59]([F:62])([F:61])[F:60])[O:34][C@H:33]2[C@H:29]([N:30]=[C:31]([N:38]([CH3:46])[C:39](=[O:45])[O:40][C:41]([CH3:42])([CH3:44])[CH3:43])[S:32]2)[C@H:28]1[O:47][CH2:48][C:49]1[CH:50]=[CH:51][CH:52]=[CH:53][CH:54]=1)[C:20]1[CH:21]=[CH:22][CH:23]=[CH:24][CH:25]=1. The catalyst class is: 1. (4) Reactant: [N+:1]([CH:4]=[CH:5][C:6]1[CH:15]=[CH:14][C:9]([C:10]([O:12][CH3:13])=[O:11])=[CH:8][CH:7]=1)([O-])=[O:2].C=O.CO.[H][H]. Product: [OH:2][N:1]=[CH:4][CH2:5][C:6]1[CH:15]=[CH:14][C:9]([C:10]([O:12][CH3:13])=[O:11])=[CH:8][CH:7]=1. The catalyst class is: 304. (5) Reactant: [Cl:1][C:2]1[CH:7]=[C:6]([Cl:8])[CH:5]=[CH:4][C:3]=1[C:9](N(OC)C)=[O:10].[Li][CH2:16][CH2:17][CH2:18][CH3:19]. Product: [Cl:1][C:2]1[CH:7]=[C:6]([Cl:8])[CH:5]=[CH:4][C:3]=1[C:9](=[O:10])[CH2:16][CH2:17][CH2:18][CH3:19]. The catalyst class is: 1. (6) Reactant: [Cl:1][C:2]1[CH:3]=[C:4]([C:10]2[N:11]=[C:12]([CH:23]3[CH2:25][CH2:24]3)[S:13][C:14]=2[C:15]2[CH:20]=[CH:19][N:18]=[C:17]([S:21][CH3:22])[N:16]=2)[C:5]([F:9])=[C:6]([CH:8]=1)[NH2:7].N1C=CC=CC=1.[CH3:32][S:33](Cl)(=[O:35])=[O:34]. Product: [Cl:1][C:2]1[CH:3]=[C:4]([C:10]2[N:11]=[C:12]([CH:23]3[CH2:24][CH2:25]3)[S:13][C:14]=2[C:15]2[CH:20]=[CH:19][N:18]=[C:17]([S:21][CH3:22])[N:16]=2)[C:5]([F:9])=[C:6]([NH:7][S:33]([CH3:32])(=[O:35])=[O:34])[CH:8]=1. The catalyst class is: 2. (7) Reactant: O1[C:5]2([CH2:10][CH2:9][CH:8]([N:11]3[C:16](=[O:17])[C:15]([CH2:18][C:19]4[CH:24]=[CH:23][C:22]([C:25]5[C:26]([C:31]#[N:32])=[CH:27][CH:28]=[CH:29][CH:30]=5)=[CH:21][C:20]=4[F:33])=[C:14]([CH2:34][CH2:35][CH3:36])[N:13]4[N:37]=[CH:38][N:39]=[C:12]34)[CH2:7][CH2:6]2)[O:4]CC1.O.C1(C)C=CC(S(O)(=O)=O)=CC=1.CO.O1CCCC1. Product: [F:33][C:20]1[CH:21]=[C:22]([C:25]2[C:26]([C:31]#[N:32])=[CH:27][CH:28]=[CH:29][CH:30]=2)[CH:23]=[CH:24][C:19]=1[CH2:18][C:15]1[C:16](=[O:17])[N:11]([CH:8]2[CH2:7][CH2:6][C:5](=[O:4])[CH2:10][CH2:9]2)[C:12]2[N:13]([N:37]=[CH:38][N:39]=2)[C:14]=1[CH2:34][CH2:35][CH3:36]. The catalyst class is: 13.